This data is from Catalyst prediction with 721,799 reactions and 888 catalyst types from USPTO. The task is: Predict which catalyst facilitates the given reaction. Reactant: [NH:1]1[C:9]2[C:4](=[CH:5][CH:6]=[CH:7][C:8]=2[C:10]([O:12][CH3:13])=[O:11])[CH:3]=[CH:2]1.CC(C)([O-])C.[K+].Br[CH2:21][C:22]1[CH:27]=[CH:26][C:25]([C:28]2[CH:33]=[CH:32][CH:31]=[CH:30][CH:29]=2)=[CH:24][CH:23]=1.C(O)(=O)CC(CC(O)=O)(C(O)=O)O. Product: [C:25]1([C:28]2[CH:29]=[CH:30][CH:31]=[CH:32][CH:33]=2)[CH:24]=[CH:23][C:22]([CH2:21][N:1]2[C:9]3[C:4](=[CH:5][CH:6]=[CH:7][C:8]=3[C:10]([O:12][CH3:13])=[O:11])[CH:3]=[CH:2]2)=[CH:27][CH:26]=1. The catalyst class is: 3.